From a dataset of Catalyst prediction with 721,799 reactions and 888 catalyst types from USPTO. Predict which catalyst facilitates the given reaction. (1) Reactant: [Br:1][C:2]1[C:3]([F:11])=[C:4]2[CH:10]=[CH:9][NH:8][C:5]2=[N:6][CH:7]=1.[N+:12]([O-])([OH:14])=[O:13]. Product: [Br:1][C:2]1[C:3]([F:11])=[C:4]2[C:10]([N+:12]([O-:14])=[O:13])=[CH:9][NH:8][C:5]2=[N:6][CH:7]=1. The catalyst class is: 6. (2) Reactant: [H-].[Na+].[OH:3][CH2:4][CH2:5][O:6][C:7]1[CH:14]=[CH:13][C:10]([CH:11]=[O:12])=[CH:9][CH:8]=1.[Br:15][C:16]1[CH:21]=[CH:20][CH:19]=[C:18](Br)[N:17]=1. Product: [Br:15][C:16]1[N:17]=[C:18]([O:3][CH2:4][CH2:5][O:6][C:7]2[CH:14]=[CH:13][C:10]([CH:11]=[O:12])=[CH:9][CH:8]=2)[CH:19]=[CH:20][CH:21]=1. The catalyst class is: 589. (3) Reactant: Cl.[CH2:2]1[C:4]2([CH2:9][O:8][CH2:7][CH2:6][NH:5]2)[CH2:3]1.Br[CH2:11][CH2:12][OH:13].C(=O)([O-])[O-].[K+].[K+]. Product: [OH:13][CH2:12][CH2:11][N:5]1[CH2:6][CH2:7][O:8][CH2:9][C:4]21[CH2:3][CH2:2]2. The catalyst class is: 391. (4) Reactant: Cl[CH2:2][C:3]1[CH:4]=[CH:5][C:6]([O:11][C:12]2[CH:17]=[CH:16][C:15]([C:18]([F:21])([F:20])[F:19])=[CH:14][N:13]=2)=[C:7]([CH:10]=1)[C:8]#[N:9].[CH3:22][N:23]1[CH:27]=[C:26]([CH2:28][C:29]2[C:30](=[O:36])[NH:31][C:32](=[S:35])[NH:33][CH:34]=2)[CH:25]=[N:24]1.CCN(C(C)C)C(C)C. Product: [CH3:22][N:23]1[CH:27]=[C:26]([CH2:28][C:29]2[C:30](=[O:36])[N:31]=[C:32]([S:35][CH2:2][C:3]3[CH:4]=[CH:5][C:6]([O:11][C:12]4[CH:17]=[CH:16][C:15]([C:18]([F:21])([F:20])[F:19])=[CH:14][N:13]=4)=[C:7]([CH:10]=3)[C:8]#[N:9])[NH:33][CH:34]=2)[CH:25]=[N:24]1. The catalyst class is: 22.